The task is: Regression. Given a peptide amino acid sequence and an MHC pseudo amino acid sequence, predict their binding affinity value. This is MHC class I binding data.. This data is from Peptide-MHC class I binding affinity with 185,985 pairs from IEDB/IMGT. (1) The MHC is HLA-B15:03 with pseudo-sequence HLA-B15:03. The binding affinity (normalized) is 0. The peptide sequence is AFPTSCHMFIICF. (2) The peptide sequence is KLEKTKTRL. The MHC is HLA-A02:06 with pseudo-sequence HLA-A02:06. The binding affinity (normalized) is 0.569. (3) The peptide sequence is EVIGLTTHCT. The MHC is HLA-A02:02 with pseudo-sequence HLA-A02:02. The binding affinity (normalized) is 0.145. (4) The binding affinity (normalized) is 0. The peptide sequence is ATPYDINQML. The MHC is Mamu-A2201 with pseudo-sequence Mamu-A2201.